The task is: Predict the product of the given reaction.. This data is from Forward reaction prediction with 1.9M reactions from USPTO patents (1976-2016). (1) The product is: [Br:18][CH2:19][C:20]([N:9]([C@H:4]([CH:1]1[CH2:3][CH2:2]1)[C:5]([F:8])([F:6])[F:7])[CH2:10][C:11]1[CH:16]=[CH:15][C:14]([F:17])=[CH:13][CH:12]=1)=[O:21]. Given the reactants [CH:1]1([C@@H:4]([NH:9][CH2:10][C:11]2[CH:16]=[CH:15][C:14]([F:17])=[CH:13][CH:12]=2)[C:5]([F:8])([F:7])[F:6])[CH2:3][CH2:2]1.[Br:18][CH2:19][C:20](Br)=[O:21], predict the reaction product. (2) The product is: [CH3:10][O:11][C:7]([C:2]1[CH:3]=[C:4]([Cl:14])[CH:5]=[CH:6][N:1]=1)=[O:9]. Given the reactants [N:1]1[CH:6]=[CH:5][CH:4]=[CH:3][C:2]=1[C:7]([OH:9])=O.[CH3:10][OH:11].S(Cl)([Cl:14])=O, predict the reaction product. (3) The product is: [CH3:19][O:18][N:17]([CH3:16])[C:12]([C:10]1[NH:9][N:8]=[C:7]([C:1]2[CH:6]=[CH:5][CH:4]=[CH:3][CH:2]=2)[CH:11]=1)=[O:14]. Given the reactants [C:1]1([C:7]2[CH:11]=[C:10]([C:12]([OH:14])=O)[NH:9][N:8]=2)[CH:6]=[CH:5][CH:4]=[CH:3][CH:2]=1.Cl.[CH3:16][NH:17][O:18][CH3:19].C(N(CC)CC)C.Cl.CN(C)CCCN=C=NCC, predict the reaction product.